From a dataset of NCI-60 drug combinations with 297,098 pairs across 59 cell lines. Regression. Given two drug SMILES strings and cell line genomic features, predict the synergy score measuring deviation from expected non-interaction effect. Synergy scores: CSS=38.4, Synergy_ZIP=0.235, Synergy_Bliss=-1.86, Synergy_Loewe=-10.6, Synergy_HSA=-3.34. Cell line: LOX IMVI. Drug 2: C1=NC2=C(N=C(N=C2N1C3C(C(C(O3)CO)O)F)Cl)N. Drug 1: CN(C)C1=NC(=NC(=N1)N(C)C)N(C)C.